Task: Regression. Given a peptide amino acid sequence and an MHC pseudo amino acid sequence, predict their binding affinity value. This is MHC class I binding data.. Dataset: Peptide-MHC class I binding affinity with 185,985 pairs from IEDB/IMGT (1) The peptide sequence is ILSYIYSEIK. The MHC is HLA-A03:01 with pseudo-sequence HLA-A03:01. The binding affinity (normalized) is 0.662. (2) The peptide sequence is FAPNCSKV. The MHC is Mamu-A01 with pseudo-sequence Mamu-A01. The binding affinity (normalized) is 0.730. (3) The peptide sequence is HLSWEWNLSI. The MHC is HLA-A68:02 with pseudo-sequence HLA-A68:02. The binding affinity (normalized) is 0.370. (4) The peptide sequence is PLWESATEV. The MHC is HLA-A03:01 with pseudo-sequence HLA-A03:01. The binding affinity (normalized) is 0.0847. (5) The MHC is HLA-B53:01 with pseudo-sequence HLA-B53:01. The peptide sequence is FLKEQGGL. The binding affinity (normalized) is 0.